This data is from Catalyst prediction with 721,799 reactions and 888 catalyst types from USPTO. The task is: Predict which catalyst facilitates the given reaction. (1) Reactant: Cl[C:2]1[N:7]=[CH:6][C:5]2[N:8]=[C:9]([CH2:14][O:15][CH2:16][CH2:17][N:18]([CH3:20])[CH3:19])[N:10]([CH:11]([CH3:13])[CH3:12])[C:4]=2[CH:3]=1.[CH3:21][O:22][CH:23]1[CH2:28][CH2:27][N:26]([C:29]2[N:34]=[C:33]([NH2:35])[CH:32]=[CH:31][N:30]=2)[CH2:25][CH2:24]1.CC(C1C=C(C(C)C)C(C2C=CC=CC=2P(C2CCCCC2)C2CCCCC2)=C(C(C)C)C=1)C.C([O-])([O-])=O.[Cs+].[Cs+]. Product: [CH3:19][N:18]([CH3:20])[CH2:17][CH2:16][O:15][CH2:14][C:9]1[N:10]([CH:11]([CH3:13])[CH3:12])[C:4]2[CH:3]=[C:2]([NH:35][C:33]3[CH:32]=[CH:31][N:30]=[C:29]([N:26]4[CH2:25][CH2:24][CH:23]([O:22][CH3:21])[CH2:28][CH2:27]4)[N:34]=3)[N:7]=[CH:6][C:5]=2[N:8]=1. The catalyst class is: 62. (2) Reactant: [CH2:1]1[C:9]2[C:4](=[CH:5][C:6]([NH:10][C:11]([N:13]3[CH2:18][CH2:17][N:16]([C:19]4[N:24]=[C:23](S(C)(=O)=O)[N:22]=[C:21]5[N:29]([CH3:32])[N:30]=[CH:31][C:20]=45)[C@@H:15]([CH3:33])[CH2:14]3)=[O:12])=[CH:7][CH:8]=2)[CH2:3][CH2:2]1.[C-:34]#[N:35].[Na+]. Product: [C:34]([C:23]1[N:22]=[C:21]2[N:29]([CH3:32])[N:30]=[CH:31][C:20]2=[C:19]([N:16]2[CH2:17][CH2:18][N:13]([C:11]([NH:10][C:6]3[CH:5]=[C:4]4[C:9](=[CH:8][CH:7]=3)[CH2:1][CH2:2][CH2:3]4)=[O:12])[CH2:14][C@@H:15]2[CH3:33])[N:24]=1)#[N:35]. The catalyst class is: 3. (3) Product: [F:1][C:2]1[CH:7]=[C:6]([CH2:8][N:9]2[C@@H:14]([CH3:15])[CH2:13][CH2:12][C@H:11]([C:16]3[CH:21]=[CH:20][CH:19]=[CH:18][CH:17]=3)[S:10]2(=[O:22])=[O:23])[C:5]([F:24])=[CH:4][C:3]=1[CH:25]([CH2:33][CH:34]1[CH2:35][O:36][CH2:37]1)[CH2:26][OH:27]. The catalyst class is: 7. Reactant: [F:1][C:2]1[CH:7]=[C:6]([CH2:8][N:9]2[C@@H:14]([CH3:15])[CH2:13][CH2:12][C@H:11]([C:16]3[CH:21]=[CH:20][CH:19]=[CH:18][CH:17]=3)[S:10]2(=[O:23])=[O:22])[C:5]([F:24])=[CH:4][C:3]=1[CH:25]([CH2:33][CH:34]1[CH2:37][O:36][CH2:35]1)[C:26](OC(C)(C)C)=[O:27].[H-].[Al+3].[Li+].[H-].[H-].[H-]. (4) Reactant: C([NH:8][C@H:9]1[CH2:14][CH2:13][O:12][C@@H:11]([CH2:15][OH:16])[CH2:10]1)C1C=CC=CC=1. Product: [NH2:8][C@H:9]1[CH2:14][CH2:13][O:12][C@@H:11]([CH2:15][OH:16])[CH2:10]1. The catalyst class is: 19. (5) Reactant: Cl[C:2]1[C:21]([C:22]2[NH:26][N:25]=[CH:24][CH:23]=2)=[CH:20][C:5]([C:6]([NH:8][C:9]2[CH:14]=[CH:13][C:12]([O:15][C:16]([Cl:19])([F:18])[F:17])=[CH:11][CH:10]=2)=[O:7])=[CH:4][N:3]=1.[NH2:27][CH2:28][CH2:29][CH:30]([OH:34])[C:31]([OH:33])=[O:32].[O-]P([O-])([O-])=O.[K+].[K+].[K+]. Product: [Cl:19][C:16]([F:18])([F:17])[O:15][C:12]1[CH:13]=[CH:14][C:9]([NH:8][C:6]([C:5]2[CH:20]=[C:21]([C:22]3[NH:26][N:25]=[CH:24][CH:23]=3)[C:2]([NH:27][CH2:28][CH2:29][CH:30]([OH:34])[C:31]([OH:33])=[O:32])=[N:3][CH:4]=2)=[O:7])=[CH:10][CH:11]=1. The catalyst class is: 37. (6) Reactant: [CH3:1][O:2][C:3]1[C:4]([C:13]([F:16])([F:15])[F:14])=[CH:5][C:6]([N+:10]([O-:12])=[O:11])=[C:7]([OH:9])[CH:8]=1.N1C=CC=CC=1.[F:23][C:24]([F:37])([F:36])[S:25](O[S:25]([C:24]([F:37])([F:36])[F:23])(=[O:27])=[O:26])(=[O:27])=[O:26].C(=O)(O)[O-].[Na+]. Product: [CH3:1][O:2][C:3]1[C:4]([C:13]([F:14])([F:15])[F:16])=[CH:5][C:6]([N+:10]([O-:12])=[O:11])=[C:7]([O:9][S:25]([C:24]([F:37])([F:36])[F:23])(=[O:27])=[O:26])[CH:8]=1. The catalyst class is: 366. (7) Reactant: Cl.[CH3:2][NH:3][CH3:4].C(=O)([O-])[O-].[K+].[K+].[I-].[K+].[C:13]([O:17][C:18]([N:20]1[CH2:25][CH2:24][CH:23]([CH2:26][CH:27]([CH2:42]Br)[CH2:28][CH:29]2[CH2:34][CH2:33][N:32]([C:35]([O:37][C:38]([CH3:41])([CH3:40])[CH3:39])=[O:36])[CH2:31][CH2:30]2)[CH2:22][CH2:21]1)=[O:19])([CH3:16])([CH3:15])[CH3:14].[OH-].[Na+]. Product: [C:13]([O:17][C:18]([N:20]1[CH2:25][CH2:24][CH:23]([CH2:26][CH:27]([CH2:42][N:3]([CH3:4])[CH3:2])[CH2:28][CH:29]2[CH2:34][CH2:33][N:32]([C:35]([O:37][C:38]([CH3:41])([CH3:40])[CH3:39])=[O:36])[CH2:31][CH2:30]2)[CH2:22][CH2:21]1)=[O:19])([CH3:16])([CH3:15])[CH3:14]. The catalyst class is: 9. (8) Reactant: Cl.C(=[N:15][N:16]1[CH2:20][CH:19]([C:21]2[CH:26]=[CH:25][CH:24]=[C:23]([O:27][CH3:28])[CH:22]=2)[CH2:18][C:17]1=[O:29])(C1C=CC=CC=1)C1C=CC=CC=1. Product: [NH2:15][N:16]1[CH2:20][CH:19]([C:21]2[CH:26]=[CH:25][CH:24]=[C:23]([O:27][CH3:28])[CH:22]=2)[CH2:18][C:17]1=[O:29]. The catalyst class is: 6. (9) Reactant: [Cl:1][C:2]1[CH:7]=[C:6]([Cl:8])[CH:5]=[CH:4][C:3]=1[C:9]1[C:10]([N+:16]([O-:18])=[O:17])=[N:11][CH:12]=[C:13](Br)[N:14]=1.[C:19]([NH:26][CH2:27][CH2:28][NH2:29])([O:21][C:22]([CH3:25])([CH3:24])[CH3:23])=[O:20].CCN(C(C)C)C(C)C. Product: [Cl:1][C:2]1[CH:7]=[C:6]([Cl:8])[CH:5]=[CH:4][C:3]=1[C:9]1[N:14]=[C:13]([NH:29][CH2:28][CH2:27][NH:26][C:19](=[O:20])[O:21][C:22]([CH3:24])([CH3:23])[CH3:25])[CH:12]=[N:11][C:10]=1[N+:16]([O-:18])=[O:17]. The catalyst class is: 248.